This data is from Reaction yield outcomes from USPTO patents with 853,638 reactions. The task is: Predict the reaction yield, written as a fraction of the theoretical maximum amount of product (1.0 means a 100% yield; for example, 0.34 means a 34% yield). (1) The reactants are Br[C:2]1[CH:3]=[CH:4][C:5]([C:8]([N:10]([CH3:12])[CH3:11])=[O:9])=[N:6][CH:7]=1.CC1(C)C(C)(C)[O:17][B:16](B2OC(C)(C)C(C)(C)O2)[O:15]1.ClCCl.C([O-])(=O)C.[K+]. The catalyst is O1CCOCC1.C(#N)C.C1C=CC(P(C2C=CC=CC=2)[C-]2C=CC=C2)=CC=1.C1C=CC(P(C2C=CC=CC=2)[C-]2C=CC=C2)=CC=1.Cl[Pd]Cl.[Fe+2].C1(P(C2C=CC=CC=2)[C-]2C=CC=C2)C=CC=CC=1.[C-]1(P(C2C=CC=CC=2)C2C=CC=CC=2)C=CC=C1.[Fe+2]. The product is [CH3:11][N:10]([CH3:12])[C:8]([C:5]1[N:6]=[CH:7][C:2]([B:16]([OH:17])[OH:15])=[CH:3][CH:4]=1)=[O:9]. The yield is 0.600. (2) The reactants are [Cl:1][C:2]1[CH:8]=[C:7]([O:9][C:10]2[C:19]3[C:14](=[CH:15][C:16]([O:22][CH3:23])=[C:17]([O:20][CH3:21])[CH:18]=3)[N:13]=[CH:12][N:11]=2)[CH:6]=[CH:5][C:3]=1[NH2:4].C(N(CC)CC)C.Cl[C:32](Cl)([O:34]C(=O)OC(Cl)(Cl)Cl)Cl.[NH2:43][C:44]1[O:48][N:47]=[C:46]([CH3:49])[CH:45]=1. The catalyst is C(Cl)(Cl)Cl.O. The product is [Cl:1][C:2]1[CH:8]=[C:7]([O:9][C:10]2[C:19]3[C:14](=[CH:15][C:16]([O:22][CH3:23])=[C:17]([O:20][CH3:21])[CH:18]=3)[N:13]=[CH:12][N:11]=2)[CH:6]=[CH:5][C:3]=1[NH:4][C:32]([NH:43][C:44]1[O:48][N:47]=[C:46]([CH3:49])[CH:45]=1)=[O:34]. The yield is 0.310. (3) The reactants are [CH3:1][S:2]([C:5]1[CH:6]=[C:7]2[C:12](=[CH:13][CH:14]=1)[NH:11][CH:10]([C:15]1[CH:20]=[CH:19][CH:18]=[C:17]([N+:21]([O-])=O)[CH:16]=1)[C:9]([CH3:25])([CH3:24])[CH2:8]2)(=[O:4])=[O:3]. The catalyst is C(O)C.Cl.[Fe]. The product is [CH3:1][S:2]([C:5]1[CH:6]=[C:7]2[C:12](=[CH:13][CH:14]=1)[NH:11][CH:10]([C:15]1[CH:16]=[C:17]([NH2:21])[CH:18]=[CH:19][CH:20]=1)[C:9]([CH3:25])([CH3:24])[CH2:8]2)(=[O:4])=[O:3]. The yield is 0.250. (4) The reactants are Br.[NH2:2][C:3]1[CH:8]=[CH:7][N:6]2[CH:9]=[C:10]([C:12]3[CH:17]=[CH:16][C:15]([OH:18])=[CH:14][CH:13]=3)[N:11]=[C:5]2[CH:4]=1.C(=O)([O-])[O-].[Cs+].[Cs+].Br[CH2:26][CH2:27][CH2:28][F:29]. The catalyst is CN(C=O)C. The product is [F:29][CH2:28][CH2:27][CH2:26][O:18][C:15]1[CH:14]=[CH:13][C:12]([C:10]2[N:11]=[C:5]3[CH:4]=[C:3]([NH2:2])[CH:8]=[CH:7][N:6]3[CH:9]=2)=[CH:17][CH:16]=1. The yield is 0.480.